Dataset: Reaction yield outcomes from USPTO patents with 853,638 reactions. Task: Predict the reaction yield, written as a fraction of the theoretical maximum amount of product (1.0 means a 100% yield; for example, 0.34 means a 34% yield). No catalyst specified. The reactants are [Cl:1][C:2]1[CH:3]=[C:4]2[C:9](=[CH:10][C:11]=1[Cl:12])[N:8]=[C:7]([O:13][CH3:14])[C:6]([NH:15][C:16](=[O:20])OCC)=[N:5]2.[Br:21][C:22]1[CH:23]=[C:24]([N:28]2[CH2:33][CH2:32][NH:31][CH2:30][CH2:29]2)[CH:25]=[CH:26][CH:27]=1. The product is [Cl:1][C:2]1[CH:3]=[C:4]2[C:9](=[CH:10][C:11]=1[Cl:12])[N:8]=[C:7]([O:13][CH3:14])[C:6]([NH:15][C:16]([N:31]1[CH2:30][CH2:29][N:28]([C:24]3[CH:25]=[CH:26][CH:27]=[C:22]([Br:21])[CH:23]=3)[CH2:33][CH2:32]1)=[O:20])=[N:5]2. The yield is 0.720.